Task: Regression. Given a peptide amino acid sequence and an MHC pseudo amino acid sequence, predict their binding affinity value. This is MHC class I binding data.. Dataset: Peptide-MHC class I binding affinity with 185,985 pairs from IEDB/IMGT (1) The peptide sequence is SVIDHIHYM. The MHC is HLA-A68:23 with pseudo-sequence HLA-A68:23. The binding affinity (normalized) is 1.00. (2) The peptide sequence is LKEEALKHF. The MHC is Mamu-B17 with pseudo-sequence Mamu-B17. The binding affinity (normalized) is 0.